Dataset: Forward reaction prediction with 1.9M reactions from USPTO patents (1976-2016). Task: Predict the product of the given reaction. (1) Given the reactants [C:9](O[C:9]([O:11][C:12]([CH3:15])([CH3:14])[CH3:13])=[O:10])([O:11][C:12]([CH3:15])([CH3:14])[CH3:13])=[O:10].[NH2:16][C@@H:17]1[CH2:21][CH2:20][N:19]([CH:22]2[CH2:27][CH2:26][C:25](=[O:28])[CH2:24][CH2:23]2)[CH2:18]1, predict the reaction product. The product is: [O:28]=[C:25]1[CH2:24][CH2:23][CH:22]([N:19]2[CH2:20][CH2:21][C@@H:17]([NH:16][C:9](=[O:10])[O:11][C:12]([CH3:13])([CH3:14])[CH3:15])[CH2:18]2)[CH2:27][CH2:26]1. (2) Given the reactants [CH2:1]([O:8][C:9]1[CH:14]=[CH:13][N:12]([C:15]2[CH:16]=[N:17][C:18](F)=[CH:19][CH:20]=2)[C:11](=[O:22])[CH:10]=1)[C:2]1[CH:7]=[CH:6][CH:5]=[CH:4][CH:3]=1.[NH:23]1[CH2:27][CH2:26][C@@H:25]([OH:28])[CH2:24]1.C(=O)(O)[O-].[Na+], predict the reaction product. The product is: [CH2:1]([O:8][C:9]1[CH:14]=[CH:13][N:12]([C:15]2[CH:16]=[N:17][C:18]([N:23]3[CH2:27][CH2:26][C@@H:25]([OH:28])[CH2:24]3)=[CH:19][CH:20]=2)[C:11](=[O:22])[CH:10]=1)[C:2]1[CH:7]=[CH:6][CH:5]=[CH:4][CH:3]=1. (3) Given the reactants [Cl:1][C:2]1[C:7]([CH2:8][CH3:9])=[C:6](Cl)[N:5]=[CH:4][N:3]=1.[NH3:11], predict the reaction product. The product is: [Cl:1][C:2]1[N:3]=[CH:4][N:5]=[C:6]([NH2:11])[C:7]=1[CH2:8][CH3:9].